From a dataset of Forward reaction prediction with 1.9M reactions from USPTO patents (1976-2016). Predict the product of the given reaction. (1) Given the reactants [F:1][C:2]1[CH:3]=[C:4]([CH:46]=[C:47]([F:49])[CH:48]=1)[CH2:5][C:6]1[CH:7]=[C:8]2[C:12](=[CH:13][CH:14]=1)[N:11](C(C1C=CC=CC=1)(C1C=CC=CC=1)C1C=CC=CC=1)[N:10]=[C:9]2[NH:34][C:35](=[O:45])[C:36]1[CH:41]=[C:40]([CH:42]=[O:43])[CH:39]=[CH:38][C:37]=1[F:44].Cl, predict the reaction product. The product is: [F:1][C:2]1[CH:3]=[C:4]([CH:46]=[C:47]([F:49])[CH:48]=1)[CH2:5][C:6]1[CH:7]=[C:8]2[C:12](=[CH:13][CH:14]=1)[NH:11][N:10]=[C:9]2[NH:34][C:35](=[O:45])[C:36]1[CH:41]=[C:40]([CH:42]=[O:43])[CH:39]=[CH:38][C:37]=1[F:44]. (2) The product is: [C:16]1([CH:4]([NH:3][C:29](=[O:34])[C:30]([CH3:33])([CH3:32])[CH3:31])[C:5]([O:7][C@@H:8]2[CH:13]3[CH2:12][CH2:11][N:10]([CH2:15][CH2:14]3)[CH2:9]2)=[O:6])[CH:21]=[CH:20][CH:19]=[CH:18][CH:17]=1. Given the reactants Cl.Cl.[NH2:3][CH:4]([C:16]1[CH:21]=[CH:20][CH:19]=[CH:18][CH:17]=1)[C:5]([O:7][C@@H:8]1[CH:13]2[CH2:14][CH2:15][N:10]([CH2:11][CH2:12]2)[CH2:9]1)=[O:6].C(N(CC)CC)C.[C:29](Cl)(=[O:34])[C:30]([CH3:33])([CH3:32])[CH3:31], predict the reaction product. (3) Given the reactants C([N:8]([CH2:16][C@@H:17]1[O:21][C:20](=[O:22])[N:19]([C:23]2[CH:28]=[CH:27][C:26]([N:29]3[CH2:34][CH2:33][O:32][CH2:31][CH2:30]3)=[C:25]([F:35])[CH:24]=2)[CH2:18]1)CC1C=CC=CC=1)C1C=CC=CC=1.CO.N#N.O.NN, predict the reaction product. The product is: [NH2:8][CH2:16][C@@H:17]1[O:21][C:20](=[O:22])[N:19]([C:23]2[CH:28]=[CH:27][C:26]([N:29]3[CH2:30][CH2:31][O:32][CH2:33][CH2:34]3)=[C:25]([F:35])[CH:24]=2)[CH2:18]1. (4) Given the reactants Br[C:2]1[C:7]([N+:8]([O-:10])=[O:9])=[CH:6][CH:5]=[CH:4][C:3]=1[O:11][CH3:12].[CH:13]1([NH2:16])[CH2:15][CH2:14]1, predict the reaction product. The product is: [CH:13]1([NH:16][C:2]2[C:7]([N+:8]([O-:10])=[O:9])=[CH:6][CH:5]=[CH:4][C:3]=2[O:11][CH3:12])[CH2:15][CH2:14]1.